Dataset: Reaction yield outcomes from USPTO patents with 853,638 reactions. Task: Predict the reaction yield, written as a fraction of the theoretical maximum amount of product (1.0 means a 100% yield; for example, 0.34 means a 34% yield). The reactants are [C:1]([CH2:3][C:4]1[C:5]([C:10]#[N:11])=[CH:6][CH:7]=[CH:8][CH:9]=1)#[N:2].[OH-].[Na+].[CH2:14](I)[CH3:15]. The catalyst is [Br-].C([N+](CCCC)(CCCC)CCCC)C1C=CC=CC=1.O. The product is [C:1]([CH:3]([C:4]1[CH:9]=[CH:8][CH:7]=[CH:6][C:5]=1[C:10]#[N:11])[CH2:14][CH3:15])#[N:2]. The yield is 1.14.